This data is from Forward reaction prediction with 1.9M reactions from USPTO patents (1976-2016). The task is: Predict the product of the given reaction. (1) Given the reactants [Cl:1][C:2]1[N:7]=[CH:6][N:5]=[C:4]2[NH:8][N:9]=[CH:10][C:3]=12.[I:11]N1C(=O)CCC1=O.CN(C=O)C.CC(C)=O, predict the reaction product. The product is: [Cl:1][C:2]1[N:7]=[CH:6][N:5]=[C:4]2[NH:8][N:9]=[C:10]([I:11])[C:3]=12. (2) Given the reactants [CH3:1][N:2]([CH:17]1[CH2:27][CH2:26][C:20]2([CH2:25][CH2:24][NH:23][CH2:22][CH2:21]2)[CH2:19][CH2:18]1)[C:3]1[C:8]([CH3:9])=[CH:7][N:6]=[C:5]([NH:10][C:11]2[CH:12]=[N:13][N:14]([CH3:16])[CH:15]=2)[N:4]=1.[C:28]([CH2:30][C:31](O)=[O:32])#[N:29].F[P-](F)(F)(F)(F)F.N1(OC(N(C)C)=[N+](C)C)C2N=CC=CC=2N=N1.C(N(CC)CC)C, predict the reaction product. The product is: [CH3:1][N:2]([C:3]1[C:8]([CH3:9])=[CH:7][N:6]=[C:5]([NH:10][C:11]2[CH:12]=[N:13][N:14]([CH3:16])[CH:15]=2)[N:4]=1)[CH:17]1[CH2:27][CH2:26][C:20]2([CH2:25][CH2:24][N:23]([C:31](=[O:32])[CH2:30][C:28]#[N:29])[CH2:22][CH2:21]2)[CH2:19][CH2:18]1. (3) Given the reactants [O:1]=[C:2]1[C@@H:8]([NH:9]C(=O)OC(C)(C)C)[CH2:7][CH2:6][S:5][C@H:4]2[CH2:17][CH2:18][CH2:19][C@@H:20]([C:21](=[O:28])[NH:22][C:23]3[S:24][CH:25]=[CH:26][N:27]=3)[N:3]12.[ClH:29], predict the reaction product. The product is: [ClH:29].[NH2:9][C@H:8]1[CH2:7][CH2:6][S:5][C@H:4]2[CH2:17][CH2:18][CH2:19][C@@H:20]([C:21]([NH:22][C:23]3[S:24][CH:25]=[CH:26][N:27]=3)=[O:28])[N:3]2[C:2]1=[O:1]. (4) Given the reactants [OH-].[Na+].[Cl:3][C:4]1[C:9]([O:10][CH3:11])=[C:8]([CH2:12][N:13]2[CH2:16][C:15]3([CH2:20][C:19]([N:21]4[CH2:26][CH2:25][C:24]([CH3:32])([C:27]([O:29]CC)=[O:28])[CH2:23][CH2:22]4)=[N:18][O:17]3)[CH2:14]2)[CH:7]=[C:6]([CH:33]2[CH2:35][CH2:34]2)[C:5]=1[C:36]1[CH:41]=[CH:40][C:39]([F:42])=[CH:38][CH:37]=1, predict the reaction product. The product is: [Cl:3][C:4]1[C:9]([O:10][CH3:11])=[C:8]([CH2:12][N:13]2[CH2:14][C:15]3([CH2:20][C:19]([N:21]4[CH2:22][CH2:23][C:24]([CH3:32])([C:27]([OH:29])=[O:28])[CH2:25][CH2:26]4)=[N:18][O:17]3)[CH2:16]2)[CH:7]=[C:6]([CH:33]2[CH2:35][CH2:34]2)[C:5]=1[C:36]1[CH:41]=[CH:40][C:39]([F:42])=[CH:38][CH:37]=1. (5) Given the reactants [OH:1][CH:2]1[CH2:7][CH2:6][NH:5][CH2:4][CH2:3]1.[CH3:8][S:9](Cl)(=[O:11])=[O:10].CCOC(C)=O, predict the reaction product. The product is: [OH:1][CH:2]1[CH2:7][CH2:6][N:5]([S:9]([CH3:8])(=[O:11])=[O:10])[CH2:4][CH2:3]1. (6) Given the reactants Cl[C:2]1[C:11]2[C:6](=[CH:7][C:8]([O:14][CH3:15])=[C:9]([O:12][CH3:13])[CH:10]=2)[N:5]=[CH:4][CH:3]=1.[F:16][C:17]1[CH:24]=[CH:23][CH:22]=[C:19]([CH:20]=[O:21])[C:18]=1[OH:25].O, predict the reaction product. The product is: [CH3:13][O:12][C:9]1[CH:10]=[C:11]2[C:6](=[CH:7][C:8]=1[O:14][CH3:15])[N:5]=[CH:4][CH:3]=[C:2]2[O:25][C:18]1[C:17]([F:16])=[CH:24][CH:23]=[CH:22][C:19]=1[CH:20]=[O:21].